Dataset: Peptide-MHC class I binding affinity with 185,985 pairs from IEDB/IMGT. Task: Regression. Given a peptide amino acid sequence and an MHC pseudo amino acid sequence, predict their binding affinity value. This is MHC class I binding data. (1) The binding affinity (normalized) is 0.342. The peptide sequence is CKMNWFLNW. The MHC is Mamu-A70103 with pseudo-sequence Mamu-A70103. (2) The peptide sequence is CRAPRRQGCWK. The MHC is Mamu-B03 with pseudo-sequence Mamu-B03. The binding affinity (normalized) is 0.359. (3) The peptide sequence is AQPLPQRQKK. The MHC is HLA-A11:01 with pseudo-sequence HLA-A11:01. The binding affinity (normalized) is 0.342. (4) The peptide sequence is AMGLVFICV. The MHC is HLA-A02:01 with pseudo-sequence HLA-A02:01. The binding affinity (normalized) is 0.709. (5) The peptide sequence is AIFQSSMAK. The MHC is HLA-A68:01 with pseudo-sequence HLA-A68:01. The binding affinity (normalized) is 0.578. (6) The peptide sequence is SIKDSMYVI. The MHC is HLA-A02:01 with pseudo-sequence HLA-A02:01. The binding affinity (normalized) is 0.473. (7) The peptide sequence is RPPIFIRRL. The MHC is HLA-A69:01 with pseudo-sequence HLA-A69:01. The binding affinity (normalized) is 0.0847.